Dataset: Forward reaction prediction with 1.9M reactions from USPTO patents (1976-2016). Task: Predict the product of the given reaction. (1) The product is: [OH:8][C:9]1[C:10]([O:35][CH3:36])=[CH:11][C:12]2[CH2:21][CH2:20][N:19]3[CH:14]([CH2:15][C:16]4[C:25]([Cl:26])=[CH:24][C:23]([O:27][CH3:28])=[C:22]([O:29][S:30]([CH3:33])(=[O:32])=[O:31])[C:17]=4[CH2:18]3)[C:13]=2[CH:34]=1. Given the reactants C([O:8][C:9]1[C:10]([O:35][CH3:36])=[CH:11][C:12]2[CH2:21][CH2:20][N:19]3[CH:14]([CH2:15][C:16]4[C:25]([Cl:26])=[CH:24][C:23]([O:27][CH3:28])=[C:22]([O:29][S:30]([CH3:33])(=[O:32])=[O:31])[C:17]=4[CH2:18]3)[C:13]=2[CH:34]=1)C1C=CC=CC=1, predict the reaction product. (2) Given the reactants Br[C:2]1[CH:10]=[C:9]([Cl:11])[CH:8]=[CH:7][C:3]=1[C:4]([OH:6])=[O:5].BrC1C=CC=CC=1C(O)=O.[SH:22][C:23]1[CH:31]=[CH:30][CH:29]=[CH:28][C:24]=1[C:25]([OH:27])=[O:26], predict the reaction product. The product is: [C:25]([C:24]1[CH:28]=[CH:29][CH:30]=[CH:31][C:23]=1[S:22][C:2]1[CH:10]=[C:9]([Cl:11])[CH:8]=[CH:7][C:3]=1[C:4]([OH:6])=[O:5])([OH:27])=[O:26]. (3) Given the reactants COC1C=CC(C2(C3C=CC(OC)=CC=3)O[C:13]3[C:15]4[C:20]([C:21](C5C=CC=CC=5)=[C:22]([C:23](OCCO)=[O:24])[C:12]=3C=C2)=[CH:19][CH:18]=[CH:17][CH:16]=4)=CC=1.C(N([CH2:48][CH3:49])CC)C, predict the reaction product. The product is: [CH:12]1[C:13]2[C:15]3[C:20]([CH:21]=[CH:48][C:49]=2[O:24][CH2:23][CH:22]=1)=[CH:19][CH:18]=[CH:17][CH:16]=3. (4) Given the reactants Cl.[Cl:2][C:3]1[CH:4]=[C:5]([CH:20]=[CH:21][C:22]=1[Cl:23])[CH2:6][CH:7]1[C:16]2[C:11](=[CH:12][CH:13]=[C:14]([O:17][CH3:18])[CH:15]=2)[CH2:10][CH2:9][CH:8]1[NH2:19].[CH2:24]([O:26][C:27](Cl)=[O:28])[CH3:25], predict the reaction product. The product is: [Cl:2][C:3]1[CH:4]=[C:5]([CH:20]=[CH:21][C:22]=1[Cl:23])[CH2:6][CH:7]1[C:16]2[C:11](=[CH:12][CH:13]=[C:14]([O:17][CH3:18])[CH:15]=2)[CH2:10][CH2:9][CH:8]1[NH:19][C:27](=[O:28])[O:26][CH2:24][CH3:25]. (5) Given the reactants [CH:1]1([O:7][CH2:8][CH2:9][CH2:10][CH2:11][O:12][C:13]2[CH:18]=[CH:17][C:16]([CH2:19][CH2:20][CH2:21][O:22][C:23]3[CH:28]=[CH:27][C:26]([C:29]([O:31][CH2:32][CH3:33])=[O:30])=[CH:25][C:24]=3[CH2:34][C:35](O)=[O:36])=[CH:15][CH:14]=2)[CH2:6][CH2:5][CH2:4][CH2:3][CH2:2]1.[NH:38]1[CH2:43][CH2:42][CH2:41][CH:40]([C:44]([O:46][CH2:47][CH3:48])=[O:45])[CH2:39]1.O.ON1C2C=CC=CC=2N=N1.Cl.CN(C)CCCN=C=NCC.C(N(CC)CC)C, predict the reaction product. The product is: [CH:1]1([O:7][CH2:8][CH2:9][CH2:10][CH2:11][O:12][C:13]2[CH:18]=[CH:17][C:16]([CH2:19][CH2:20][CH2:21][O:22][C:23]3[CH:28]=[CH:27][C:26]([C:29]([O:31][CH2:32][CH3:33])=[O:30])=[CH:25][C:24]=3[CH2:34][C:35]([N:38]3[CH2:43][CH2:42][CH2:41][CH:40]([C:44]([O:46][CH2:47][CH3:48])=[O:45])[CH2:39]3)=[O:36])=[CH:15][CH:14]=2)[CH2:2][CH2:3][CH2:4][CH2:5][CH2:6]1. (6) Given the reactants O=[C:2]([C:13]1[CH:14]=[N:15][CH:16]=[CH:17][CH:18]=1)[CH2:3][N:4]1[CH:8]=[CH:7][CH:6]=[C:5]1[C:9]([O:11]C)=O.[CH2:19]([NH2:22])[CH2:20][NH2:21], predict the reaction product. The product is: [N:15]1[CH:16]=[CH:17][CH:18]=[C:13]([C:2]23[NH:22][CH2:19][CH2:20][N:21]2[C:9](=[O:11])[C:5]2[N:4]([CH:8]=[CH:7][CH:6]=2)[CH2:3]3)[CH:14]=1.